Dataset: Forward reaction prediction with 1.9M reactions from USPTO patents (1976-2016). Task: Predict the product of the given reaction. (1) Given the reactants [CH:1]12[CH2:9][CH:6]([CH:7]=[CH:8]1)[CH:5]1[CH:2]2[NH:3][C:4]1=[O:10].O1CCCC1.[C:16]([O:20][C:21](O[C:21]([O:20][C:16]([CH3:19])([CH3:18])[CH3:17])=[O:22])=[O:22])([CH3:19])([CH3:18])[CH3:17], predict the reaction product. The product is: [C:16]([O:20][C:21]([N:3]1[C:4](=[O:10])[CH:5]2[CH:2]1[CH:1]1[CH2:9][CH:6]2[CH:7]=[CH:8]1)=[O:22])([CH3:19])([CH3:18])[CH3:17]. (2) Given the reactants [CH2:1]([O:4][C:5]1[C:10]([N+:11]([O-])=O)=[CH:9][C:8]([Br:14])=[CH:7][C:6]=1[F:15])[CH:2]=[CH2:3].O.O.[Sn](Cl)(Cl)(Cl)Cl.C(N(CC)CC)C, predict the reaction product. The product is: [CH2:1]([O:4][C:5]1[C:6]([F:15])=[CH:7][C:8]([Br:14])=[CH:9][C:10]=1[NH2:11])[CH:2]=[CH2:3]. (3) Given the reactants [NH2:1][CH2:2][C:3]1[CH:12]=[CH:11][CH:10]=[C:9]2[C:4]=1[CH:5]=[CH:6][C:7]([NH:13][CH2:14][C:15]1[O:16][C:17]([CH3:20])=[CH:18][CH:19]=1)=[N:8]2.[F:21][C:22]1[CH:29]=[CH:28][C:25]([CH:26]=O)=[CH:24][CH:23]=1.C(O)(=O)C, predict the reaction product. The product is: [CH3:20][C:17]1[O:16][C:15]([CH2:14][NH2:13])=[CH:19][CH:18]=1.[F:21][C:22]1[CH:29]=[CH:28][C:25]([CH2:26][NH:1][CH2:2][C:3]2[CH:12]=[CH:11][CH:10]=[C:9]3[C:4]=2[CH:5]=[CH:6][C:7]([NH:13][CH2:14][C:15]2[O:16][C:17]([CH3:20])=[CH:18][CH:19]=2)=[N:8]3)=[CH:24][CH:23]=1.